Task: Predict which catalyst facilitates the given reaction.. Dataset: Catalyst prediction with 721,799 reactions and 888 catalyst types from USPTO (1) The catalyst class is: 35. Product: [I:12][C:13]1[C:21]2[C:16](=[CH:17][CH:18]=[CH:19][C:20]=2[N+:22]([O-:24])=[O:23])[N:15]([CH2:2][C:3]2[C:4]([O:10][CH3:11])=[N:5][C:6]([CH3:9])=[CH:7][CH:8]=2)[N:14]=1. Reactant: Br[CH2:2][C:3]1[C:4]([O:10][CH3:11])=[N:5][C:6]([CH3:9])=[CH:7][CH:8]=1.[I:12][C:13]1[C:21]2[C:16](=[CH:17][CH:18]=[CH:19][C:20]=2[N+:22]([O-:24])=[O:23])[NH:15][N:14]=1.C(=O)([O-])[O-].[K+].[K+]. (2) Reactant: [CH3:1][O:2][C:3]1[CH:4]=[CH:5][C:6]2[N:11]=[CH:10][C:9](=[O:12])[N:8]([C:13]3[CH:14]=[C:15]4[O:22][CH2:21][CH:20]=[CH:19][C:16]4=[N:17][CH:18]=3)[C:7]=2[N:23]=1.Cl.[CH2:25]([O:32][NH2:33])[C:26]1[CH:31]=[CH:30][CH:29]=[CH:28][CH:27]=1. Product: [CH3:1][O:2][C:3]1[CH:4]=[CH:5][C:6]2[N:11]=[CH:10][C:9](=[O:12])[N:8]([C:13]3[CH:14]=[C:15]4[O:22][CH2:21][CH:20]([NH:33][O:32][CH2:25][C:26]5[CH:31]=[CH:30][CH:29]=[CH:28][CH:27]=5)[CH2:19][C:16]4=[N:17][CH:18]=3)[C:7]=2[N:23]=1. The catalyst class is: 5. (3) Reactant: [CH3:1][O:2][C:3]1[CH:8]=[CH:7][C:6]([CH2:9]O)=[CH:5][CH:4]=1.C1(P(C2C=CC=CC=2)C2C=CC=CC=2)C=CC=CC=1.[CH2:30]([O:34][C:35]([NH:37][S:38]([NH:41][CH2:42][C:43]([O:45][CH2:46][CH3:47])=[O:44])(=[O:40])=[O:39])=[O:36])[CH2:31][CH2:32][CH3:33].CC(OC(/N=N/C(OC(C)C)=O)=O)C. Product: [CH2:30]([O:34][C:35]([N:37]([CH2:9][C:6]1[CH:5]=[CH:4][C:3]([O:2][CH3:1])=[CH:8][CH:7]=1)[S:38]([NH:41][CH2:42][C:43]([O:45][CH2:46][CH3:47])=[O:44])(=[O:39])=[O:40])=[O:36])[CH2:31][CH2:32][CH3:33]. The catalyst class is: 1. (4) Reactant: [CH3:1][O:2][C:3]1[CH:4]=[C:5]2[C:9](=[CH:10][CH:11]=1)[NH:8][CH:7]=[C:6]2[CH2:12][CH2:13][NH2:14].[F:15][C:16]1[CH:17]=[C:18]([CH:29]=[CH:30][CH:31]=1)[CH2:19][C:20]1[CH:21]=[C:22]([CH:26]=[CH:27][CH:28]=1)[C:23](O)=[O:24].CN(C(ON1N=NC2C=CC=NC1=2)=[N+](C)C)C.F[P-](F)(F)(F)(F)F.C(N(CC)C(C)C)(C)C. Product: [F:15][C:16]1[CH:17]=[C:18]([CH:29]=[CH:30][CH:31]=1)[CH2:19][C:20]1[CH:21]=[C:22]([CH:26]=[CH:27][CH:28]=1)[C:23]([NH:14][CH2:13][CH2:12][C:6]1[C:5]2[C:9](=[CH:10][CH:11]=[C:3]([O:2][CH3:1])[CH:4]=2)[NH:8][CH:7]=1)=[O:24]. The catalyst class is: 3.